This data is from Forward reaction prediction with 1.9M reactions from USPTO patents (1976-2016). The task is: Predict the product of the given reaction. (1) Given the reactants [Cl:1][C:2]1[C:7]([F:8])=[CH:6][CH:5]=[C:4]([F:9])[C:3]=1[C:10]1[C:11](=[O:27])[NH:12][C:13]2[C:18]([C:19]=1[O:20]C(=O)C(C)(C)C)=[CH:17][CH:16]=[CH:15][N:14]=2.C(=O)([O-])[O-].[K+].[K+].Br[CH2:35][CH:36]([F:38])[F:37], predict the reaction product. The product is: [Cl:1][C:2]1[C:7]([F:8])=[CH:6][CH:5]=[C:4]([F:9])[C:3]=1[C:10]1[C:11](=[O:27])[N:12]([CH2:35][CH:36]([F:38])[F:37])[C:13]2[C:18]([C:19]=1[OH:20])=[CH:17][CH:16]=[CH:15][N:14]=2. (2) The product is: [C:25]([O:28][C:29]1[CH:34]=[CH:33][C:32]([CH:35]2[O:21][C@@H:18]3[C@@H:17]([CH2:22][OH:23])[O:16][C@@H:15]([N:6]4[C:5](=[O:24])[N:4]([CH2:1][CH:2]=[CH2:3])[C:12]5[C:11](=[O:13])[NH:10][C:9]([NH2:14])=[N:8][C:7]4=5)[C@@H:19]3[O:20]2)=[CH:31][CH:30]=1)(=[O:27])[CH3:26]. Given the reactants [CH2:1]([N:4]1[C:12]2[C:11](=[O:13])[NH:10][C:9]([NH2:14])=[N:8][C:7]=2[N:6]([C@H:15]2[C@H:19]([OH:20])[C@H:18]([OH:21])[C@@H:17]([CH2:22][OH:23])[O:16]2)[C:5]1=[O:24])[CH:2]=[CH2:3].[C:25]([O:28][C:29]1[CH:34]=[CH:33][C:32]([CH:35]=O)=[CH:31][CH:30]=1)(=[O:27])[CH3:26].CCOCC, predict the reaction product. (3) Given the reactants C[O:2][C:3](=O)[C:4]([C:6]1[C:14]2[C:9](=[C:10]([CH2:15][CH2:16][CH2:17][O:18][Si:19]([CH:26]([CH3:28])[CH3:27])([CH:23]([CH3:25])[CH3:24])[CH:20]([CH3:22])[CH3:21])[CH:11]=[CH:12][CH:13]=2)[NH:8][CH:7]=1)=O.[CH3:30][C:31]1([CH3:47])[C:40]2[C:35]3=[C:36]([C:41]([CH2:43][C:44]([NH2:46])=[O:45])=[CH:42][N:34]3[CH2:33][CH2:32]1)[CH:37]=[CH:38][CH:39]=2, predict the reaction product. The product is: [CH:26]([Si:19]([CH:20]([CH3:22])[CH3:21])([CH:23]([CH3:25])[CH3:24])[O:18][CH2:17][CH2:16][CH2:15][C:10]1[CH:11]=[CH:12][CH:13]=[C:14]2[C:9]=1[NH:8][CH:7]=[C:6]2[C:4]1[C:3](=[O:2])[NH:46][C:44](=[O:45])[C:43]=1[C:41]1[C:36]2=[C:35]3[C:40](=[CH:39][CH:38]=[CH:37]2)[C:31]([CH3:47])([CH3:30])[CH2:32][CH2:33][N:34]3[CH:42]=1)([CH3:27])[CH3:28]. (4) Given the reactants [Br:1][C:2]1[C:3]([Cl:18])=[C:4]([OH:17])[CH:5]=[CH:6][C:7]=1[B:8]1[O:12][C:11]([CH3:14])([CH3:13])[C:10]([CH3:16])([CH3:15])[O:9]1.[CH3:19][N:20]1[CH2:25][CH2:24][N:23]([CH2:26][CH2:27]O)[CH2:22][CH2:21]1.C1C=CC(P(C2C=CC=CC=2)C2C=CC=CC=2)=CC=1.N(C(OC(C)(C)C)=O)=NC(OC(C)(C)C)=O, predict the reaction product. The product is: [Br:1][C:2]1[C:3]([Cl:18])=[C:4]([CH:5]=[CH:6][C:7]=1[B:8]1[O:12][C:11]([CH3:13])([CH3:14])[C:10]([CH3:16])([CH3:15])[O:9]1)[O:17][CH2:27][CH2:26][N:23]1[CH2:24][CH2:25][N:20]([CH3:19])[CH2:21][CH2:22]1. (5) The product is: [CH3:26][C:21]1([CH3:27])[C:22]([CH3:25])([CH3:24])[O:23][B:19]([C:2]2[CH:3]=[C:4]([NH:8][CH2:9][CH2:10][NH:11][C:12](=[O:18])[O:13][C:14]([CH3:17])([CH3:16])[CH3:15])[CH:5]=[CH:6][CH:7]=2)[O:20]1. Given the reactants Br[C:2]1[CH:3]=[C:4]([NH:8][CH2:9][CH2:10][NH:11][C:12](=[O:18])[O:13][C:14]([CH3:17])([CH3:16])[CH3:15])[CH:5]=[CH:6][CH:7]=1.[B:19]1([B:19]2[O:23][C:22]([CH3:25])([CH3:24])[C:21]([CH3:27])([CH3:26])[O:20]2)[O:23][C:22]([CH3:25])([CH3:24])[C:21]([CH3:27])([CH3:26])[O:20]1.C(=O)([O-])[O-].[Cs+].[Cs+], predict the reaction product. (6) Given the reactants [NH2:1][C:2]1[C:7]([O:8][C:9]2[CH:14]=[CH:13][C:12]([S:15]([CH3:18])(=[O:17])=[O:16])=[CH:11][CH:10]=2)=[CH:6][C:5]([OH:19])=[CH:4][C:3]=1[CH3:20].C([O-])(=O)C.[K+].C(OC(=O)C)(=O)C.[N:33](OCCC(C)C)=O.C(=O)([O-])[O-].[K+].[K+], predict the reaction product. The product is: [CH3:18][S:15]([C:12]1[CH:11]=[CH:10][C:9]([O:8][C:7]2[CH:6]=[C:5]([OH:19])[CH:4]=[C:3]3[C:2]=2[NH:1][N:33]=[CH:20]3)=[CH:14][CH:13]=1)(=[O:17])=[O:16]. (7) Given the reactants [CH3:1][O:2][C:3]1[CH:8]=[CH:7][C:6]([NH:9][C:10](=[O:17])[NH:11][CH2:12][C:13]([O:15]C)=[O:14])=[CH:5][CH:4]=1.[OH-].[Na+], predict the reaction product. The product is: [CH3:1][O:2][C:3]1[CH:4]=[CH:5][C:6]([NH:9][C:10](=[O:17])[NH:11][CH2:12][C:13]([OH:15])=[O:14])=[CH:7][CH:8]=1.